From a dataset of CYP2C19 inhibition data for predicting drug metabolism from PubChem BioAssay. Regression/Classification. Given a drug SMILES string, predict its absorption, distribution, metabolism, or excretion properties. Task type varies by dataset: regression for continuous measurements (e.g., permeability, clearance, half-life) or binary classification for categorical outcomes (e.g., BBB penetration, CYP inhibition). Dataset: cyp2c19_veith. The molecule is CCOC(=O)C1=C(C)OC(N)=C(C#N)C12C(=O)N(C)c1ccccc12. The result is 1 (inhibitor).